From a dataset of NCI-60 drug combinations with 297,098 pairs across 59 cell lines. Regression. Given two drug SMILES strings and cell line genomic features, predict the synergy score measuring deviation from expected non-interaction effect. (1) Drug 1: CC12CCC3C(C1CCC2=O)CC(=C)C4=CC(=O)C=CC34C. Drug 2: CC1=CC2C(CCC3(C2CCC3(C(=O)C)OC(=O)C)C)C4(C1=CC(=O)CC4)C. Cell line: NCI-H226. Synergy scores: CSS=5.81, Synergy_ZIP=0.344, Synergy_Bliss=-0.446, Synergy_Loewe=-26.2, Synergy_HSA=-5.22. (2) Drug 1: CC(CN1CC(=O)NC(=O)C1)N2CC(=O)NC(=O)C2. Drug 2: CC1C(C(=O)NC(C(=O)N2CCCC2C(=O)N(CC(=O)N(C(C(=O)O1)C(C)C)C)C)C(C)C)NC(=O)C3=C4C(=C(C=C3)C)OC5=C(C(=O)C(=C(C5=N4)C(=O)NC6C(OC(=O)C(N(C(=O)CN(C(=O)C7CCCN7C(=O)C(NC6=O)C(C)C)C)C)C(C)C)C)N)C. Cell line: MDA-MB-231. Synergy scores: CSS=10.3, Synergy_ZIP=0.806, Synergy_Bliss=4.09, Synergy_Loewe=5.21, Synergy_HSA=4.53. (3) Drug 1: CN(C)N=NC1=C(NC=N1)C(=O)N. Drug 2: C(CC(=O)O)C(=O)CN.Cl. Cell line: M14. Synergy scores: CSS=-3.15, Synergy_ZIP=4.50, Synergy_Bliss=-5.71, Synergy_Loewe=-13.7, Synergy_HSA=-9.62. (4) Drug 1: CCC(=C(C1=CC=CC=C1)C2=CC=C(C=C2)OCCN(C)C)C3=CC=CC=C3.C(C(=O)O)C(CC(=O)O)(C(=O)O)O. Drug 2: CCC1=C2CN3C(=CC4=C(C3=O)COC(=O)C4(CC)O)C2=NC5=C1C=C(C=C5)O. Cell line: HT29. Synergy scores: CSS=17.5, Synergy_ZIP=-8.86, Synergy_Bliss=-10.8, Synergy_Loewe=-19.0, Synergy_HSA=-10.3. (5) Drug 1: C1CN1P(=S)(N2CC2)N3CC3. Drug 2: C1CN(P(=O)(OC1)NCCCl)CCCl. Cell line: OVCAR3. Synergy scores: CSS=-2.45, Synergy_ZIP=-0.292, Synergy_Bliss=-2.97, Synergy_Loewe=-13.4, Synergy_HSA=-6.01. (6) Drug 1: C1=CC(=CC=C1CC(C(=O)O)N)N(CCCl)CCCl.Cl. Drug 2: C1=NC2=C(N1)C(=S)N=C(N2)N. Cell line: HOP-62. Synergy scores: CSS=40.3, Synergy_ZIP=-6.75, Synergy_Bliss=-5.28, Synergy_Loewe=-7.24, Synergy_HSA=-1.48.